From a dataset of Full USPTO retrosynthesis dataset with 1.9M reactions from patents (1976-2016). Predict the reactants needed to synthesize the given product. (1) The reactants are: [Cl:1][C:2]1[C:3]([N+:11]([O-:13])=[O:12])=[C:4]([CH:8]=[CH:9][CH:10]=1)[C:5]([NH2:7])=O.S(Cl)(Cl)=O. Given the product [Cl:1][C:2]1[C:3]([N+:11]([O-:13])=[O:12])=[C:4]([CH:8]=[CH:9][CH:10]=1)[C:5]#[N:7], predict the reactants needed to synthesize it. (2) Given the product [CH2:41]([N:49]1[CH:53]=[C:52]([C:2]2[C:10]3[C:5](=[N:6][CH:7]=[C:8]([C:11]4[CH:12]=[C:13]([NH:17][CH:18]5[CH2:23][CH2:22][N:21]([C:24]([O:26][C:27]([CH3:30])([CH3:29])[CH3:28])=[O:25])[CH2:20][CH2:19]5)[CH:14]=[CH:15][CH:16]=4)[CH:9]=3)[N:4]([S:31]([C:34]3[CH:40]=[CH:39][C:37]([CH3:38])=[CH:36][CH:35]=3)(=[O:33])=[O:32])[CH:3]=2)[CH:51]=[N:50]1)[CH2:42][C:43]1[CH:48]=[CH:47][CH:46]=[CH:45][CH:44]=1, predict the reactants needed to synthesize it. The reactants are: I[C:2]1[C:10]2[C:5](=[N:6][CH:7]=[C:8]([C:11]3[CH:12]=[C:13]([NH:17][CH:18]4[CH2:23][CH2:22][N:21]([C:24]([O:26][C:27]([CH3:30])([CH3:29])[CH3:28])=[O:25])[CH2:20][CH2:19]4)[CH:14]=[CH:15][CH:16]=3)[CH:9]=2)[N:4]([S:31]([C:34]2[CH:40]=[CH:39][C:37]([CH3:38])=[CH:36][CH:35]=2)(=[O:33])=[O:32])[CH:3]=1.[CH2:41]([N:49]1[CH:53]=[C:52](B2OC(C)(C)C(C)(C)O2)[CH:51]=[N:50]1)[CH2:42][C:43]1[CH:48]=[CH:47][CH:46]=[CH:45][CH:44]=1.C(=O)([O-])[O-].[Na+].[Na+]. (3) Given the product [Br:14][C:15]1[CH:16]=[C:17]([C:18]([CH:20]2[NH:25][CH2:24][CH:23]=[CH:22][NH:21]2)([C:3]2[CH:8]=[CH:7][C:6]([O:9][C:10]([F:13])([F:12])[F:11])=[CH:5][CH:4]=2)[OH:19])[CH:26]=[CH:27][C:28]=1[F:29], predict the reactants needed to synthesize it. The reactants are: [Mg].Br[C:3]1[CH:8]=[CH:7][C:6]([O:9][C:10]([F:13])([F:12])[F:11])=[CH:5][CH:4]=1.[Br:14][C:15]1[CH:16]=[C:17]([CH:26]=[CH:27][C:28]=1[F:29])[C:18]([CH:20]1[NH:25][CH2:24][CH2:23][CH:22]=[N:21]1)=[O:19]. (4) Given the product [Cl:40][C:38]1[CH:37]=[C:6]([CH:5]=[C:4]([C:2]#[N:1])[CH:39]=1)[O:7][C@@H:8]([C:30]1[CH:31]=[CH:32][C:33]([Cl:36])=[CH:34][CH:35]=1)[C@@H:9]([C:16]1[CH:29]=[CH:28][C:19]([C:20]([NH:22][CH2:23][CH2:24][C:25]([OH:27])=[O:26])=[O:21])=[CH:18][CH:17]=1)[CH2:10][CH2:11][C:12]([F:15])([F:13])[F:14], predict the reactants needed to synthesize it. The reactants are: [NH2:1][C:2]([C:4]1[CH:5]=[C:6]([CH:37]=[C:38]([Cl:40])[CH:39]=1)[O:7][C@@H:8]([C:30]1[CH:35]=[CH:34][C:33]([Cl:36])=[CH:32][CH:31]=1)[C@@H:9]([C:16]1[CH:29]=[CH:28][C:19]([C:20]([NH:22][CH2:23][CH2:24][C:25]([OH:27])=[O:26])=[O:21])=[CH:18][CH:17]=1)[CH2:10][CH2:11][C:12]([F:15])([F:14])[F:13])=O. (5) Given the product [F:1][C:2]([C@H:27]1[CH2:32][CH2:31][C@H:30]([C:33]([OH:35])=[O:34])[CH2:29][CH2:28]1)([C:4]1[S:5][C:6]([C:9]2[CH:14]=[C:13]([NH:15][C:16]3[N:21]=[C:20]([C:22]([F:24])([F:25])[F:23])[CH:19]=[CH:18][N:17]=3)[CH:12]=[C:11]([CH3:26])[CH:10]=2)=[CH:7][N:8]=1)[CH3:3], predict the reactants needed to synthesize it. The reactants are: [F:1][C:2]([C@H:27]1[CH2:32][CH2:31][C@H:30]([C:33]([O:35]CCCC)=[O:34])[CH2:29][CH2:28]1)([C:4]1[S:5][C:6]([C:9]2[CH:14]=[C:13]([NH:15][C:16]3[N:21]=[C:20]([C:22]([F:25])([F:24])[F:23])[CH:19]=[CH:18][N:17]=3)[CH:12]=[C:11]([CH3:26])[CH:10]=2)=[CH:7][N:8]=1)[CH3:3].[OH-].[Na+].Cl. (6) Given the product [ClH:39].[ClH:39].[CH3:1][O:2][CH:3]1[CH2:4][CH2:5][N:6]([C:9]2[N:14]=[C:13]([NH:15][C:16]3[N:21]=[CH:20][C:19]4[N:22]([CH3:38])[C:23]([C:25]5[CH:29]=[N:28][NH:27][CH:26]=5)=[N:24][C:18]=4[CH:17]=3)[CH:12]=[CH:11][N:10]=2)[CH2:7][CH2:8]1, predict the reactants needed to synthesize it. The reactants are: [CH3:1][O:2][CH:3]1[CH2:8][CH2:7][N:6]([C:9]2[N:14]=[C:13]([NH:15][C:16]3[N:21]=[CH:20][C:19]4[N:22]([CH3:38])[C:23]([C:25]5[CH:26]=[N:27][N:28](COCC[Si](C)(C)C)[CH:29]=5)=[N:24][C:18]=4[CH:17]=3)[CH:12]=[CH:11][N:10]=2)[CH2:5][CH2:4]1.[ClH:39]. (7) Given the product [Cl:32][C:29]1[CH:30]=[CH:31][C:26](/[CH:25]=[N:24]/[NH:23][C:21]([C:10]2[CH:11]=[C:12]([N:15]3[CH2:20][CH2:19][CH2:18][CH2:17][CH2:16]3)[CH:13]=[CH:14][C:9]=2[NH:8][C:6]([C:5]2[CH:4]=[C:3]([CH:39]=[CH:38][CH:37]=2)[CH2:2][S:48][CH2:49][CH2:50][C:51]([NH:53][CH2:54][C:55]([O:57][CH2:58][CH3:59])=[O:56])=[O:52])=[O:7])=[O:22])=[CH:27][C:28]=1[C:33]([F:34])([F:36])[F:35], predict the reactants needed to synthesize it. The reactants are: Br[CH2:2][C:3]1[CH:4]=[C:5]([CH:37]=[CH:38][CH:39]=1)[C:6]([NH:8][C:9]1[CH:14]=[CH:13][C:12]([N:15]2[CH2:20][CH2:19][CH2:18][CH2:17][CH2:16]2)=[CH:11][C:10]=1[C:21]([NH:23]/[N:24]=[CH:25]/[C:26]1[CH:31]=[CH:30][C:29]([Cl:32])=[C:28]([C:33]([F:36])([F:35])[F:34])[CH:27]=1)=[O:22])=[O:7].C(=O)([O-])[O-].[K+].[K+].[I-].[K+].[SH:48][CH2:49][CH2:50][C:51]([NH:53][CH2:54][C:55]([O:57][CH2:58][CH3:59])=[O:56])=[O:52].